The task is: Predict the product of the given reaction.. This data is from Forward reaction prediction with 1.9M reactions from USPTO patents (1976-2016). (1) Given the reactants [CH:1]([O:4][C:5]([C:7]1[N:8]([CH:12]2[C:21]3[C:16](=[CH:17][CH:18]=[C:19](Br)[CH:20]=3)[CH2:15][CH2:14][CH2:13]2)[CH:9]=[N:10][CH:11]=1)=[O:6])([CH3:3])[CH3:2].[NH:23]1[CH2:27][CH2:26][CH2:25][CH2:24]1.CN([CH:31]=[O:32])C, predict the reaction product. The product is: [CH:1]([O:4][C:5]([C:7]1[N:8]([CH:12]2[C:21]3[C:16](=[CH:17][CH:18]=[C:19]([C:31]([N:23]4[CH2:27][CH2:26][CH2:25][CH2:24]4)=[O:32])[CH:20]=3)[CH2:15][CH2:14][CH2:13]2)[CH:9]=[N:10][CH:11]=1)=[O:6])([CH3:3])[CH3:2]. (2) Given the reactants [CH2:1]([C@H:3]1[C:11]2[C:6](=[CH:7][C:8]([C:12]([NH:14][C@H:15]([C:21]3[CH:26]=[CH:25][C:24]([S:27]([CH2:30][CH3:31])(=[O:29])=[O:28])=[CH:23][CH:22]=3)[CH2:16][C:17](OC)=[O:18])=[O:13])=[CH:9][CH:10]=2)[CH2:5][N:4]1[CH2:32][C@H:33]1[CH2:38][CH2:37][C@H:36]([C:39]([F:42])([F:41])[F:40])[CH2:35][CH2:34]1)[CH3:2].[BH4-].[Na+], predict the reaction product. The product is: [CH2:1]([C@H:3]1[C:11]2[C:6](=[CH:7][C:8]([C:12]([NH:14][C@H:15]([C:21]3[CH:26]=[CH:25][C:24]([S:27]([CH2:30][CH3:31])(=[O:28])=[O:29])=[CH:23][CH:22]=3)[CH2:16][CH2:17][OH:18])=[O:13])=[CH:9][CH:10]=2)[CH2:5][N:4]1[CH2:32][C@H:33]1[CH2:34][CH2:35][C@H:36]([C:39]([F:42])([F:41])[F:40])[CH2:37][CH2:38]1)[CH3:2]. (3) Given the reactants [CH2:1]1[O:15][C:14]2[CH:13]=[CH:12][C:5]([CH2:6][C@H:7]3[CH2:10][O:9][C:8]3=[O:11])=[CH:4][C:3]=2[O:2]1.[C:16]([O-:19])(=[S:18])[CH3:17].[K+].S(=O)(=O)(O)O.P(=O)(O)(O)O.P([O-])(O)(O)=O.[K+], predict the reaction product. The product is: [C:16]([S:18][CH2:10][C@@H:7]([CH2:6][C:5]1[CH:12]=[CH:13][C:14]2[O:15][CH2:1][O:2][C:3]=2[CH:4]=1)[C:8]([OH:9])=[O:11])(=[O:19])[CH3:17]. (4) Given the reactants [Cl:1][C:2]1[CH:3]=[C:4]([CH:8]=[C:9]([CH2:11][O:12][CH3:13])[N:10]=1)[C:5]([OH:7])=[O:6].[C:14](OC(O[C:14]([CH3:17])([CH3:16])[CH3:15])N(C)C)([CH3:17])([CH3:16])[CH3:15], predict the reaction product. The product is: [C:14]([O:6][C:5](=[O:7])[C:4]1[CH:8]=[C:9]([CH2:11][O:12][CH3:13])[N:10]=[C:2]([Cl:1])[CH:3]=1)([CH3:17])([CH3:16])[CH3:15]. (5) Given the reactants [Br:1][C:2]1[CH:3]=[C:4]([CH:6]=[CH:7][CH:8]=1)[NH2:5].[F:9][C:10]([F:21])([F:20])[C:11](O[C:11](=[O:12])[C:10]([F:21])([F:20])[F:9])=[O:12], predict the reaction product. The product is: [Br:1][C:2]1[CH:3]=[C:4]([NH:5][C:11](=[O:12])[C:10]([F:21])([F:20])[F:9])[CH:6]=[CH:7][CH:8]=1. (6) Given the reactants CO[C:3]1[CH:8]=[CH:7][C:6]([C@@H:9]([N:11]([CH2:22][C:23]2[N:24]=[C:25]3[CH:30]=[CH:29][CH:28]=[C:27]([N:31]4[CH2:36][CH2:35][N:34]([CH3:37])[CH2:33][CH2:32]4)[N:26]3[CH:38]=2)[C@@H:12]2[C:21]3[N:20]=[CH:19][CH:18]=[CH:17][C:16]=3[CH2:15][CH2:14][CH2:13]2)C)=[CH:5][CH:4]=1.C(=O)C1C=CC=[C:42]([O:46]C)C=1, predict the reaction product. The product is: [CH3:42][O:46][C:8]1[CH:7]=[C:6]([CH2:9][N:11]([CH2:22][C:23]2[N:24]=[C:25]3[CH:30]=[CH:29][CH:28]=[C:27]([N:31]4[CH2:36][CH2:35][N:34]([CH3:37])[CH2:33][CH2:32]4)[N:26]3[CH:38]=2)[C@@H:12]2[C:21]3[N:20]=[CH:19][CH:18]=[CH:17][C:16]=3[CH2:15][CH2:14][CH2:13]2)[CH:5]=[CH:4][CH:3]=1. (7) Given the reactants [Br:1][C:2]1[CH:6]=[C:5]([CH:7]=O)[N:4]([C:9]2[C:14]([Cl:15])=[CH:13][CH:12]=[CH:11][N:10]=2)[N:3]=1.[NH2:16][C:17]1[C:26]([CH3:27])=[CH:25][C:24]([C:28]#[N:29])=[CH:23][C:18]=1[C:19]([NH:21][CH3:22])=[O:20], predict the reaction product. The product is: [Br:1][C:2]1[CH:6]=[C:5]([CH:7]=[N:16][C:17]2[C:26]([CH3:27])=[CH:25][C:24]([C:28]#[N:29])=[CH:23][C:18]=2[C:19]([NH:21][CH3:22])=[O:20])[N:4]([C:9]2[C:14]([Cl:15])=[CH:13][CH:12]=[CH:11][N:10]=2)[N:3]=1. (8) Given the reactants [CH:1]1[CH:2]=[C:3]([CH2:17][C:18]([O-:20])=[O:19])[C:4]([NH2:16])=[C:5]([C:7]([C:9]2[CH:10]=[CH:11][C:12]([Br:15])=[CH:13][CH:14]=2)=[O:8])[CH:6]=1.[Na+].C1C=C(CC(O)=O)C(N)=C(C(C2C=CC(Br)=CC=2)=O)C=1.C(NCC)C.C1C=C(CC(O)=O)C(N)=C(C(C2C=CC(Br)=CC=2)=O)C=1.NC(CO)(CO)CO, predict the reaction product. The product is: [CH:1]1[CH:2]=[C:3]([CH2:17][C:18]([OH:20])=[O:19])[C:4]([NH2:16])=[C:5]([C:7]([C:9]2[CH:10]=[CH:11][C:12]([Br:15])=[CH:13][CH:14]=2)=[O:8])[CH:6]=1. (9) The product is: [O:22]=[C:23]1[NH:30][CH:1]([C:4]2[CH:9]=[CH:8][C:7]([S:10]([N:13]([CH2:19][O:20][CH3:21])[C:14]3[S:15][CH:16]=[CH:17][N:18]=3)(=[O:12])=[O:11])=[CH:6][CH:5]=2)[C:26](=[O:29])[NH:24]1. Given the reactants [C:1]([C:4]1[CH:9]=[CH:8][C:7]([S:10]([N:13]([CH2:19][O:20][CH3:21])[C:14]2[S:15][CH:16]=[CH:17][N:18]=2)(=[O:12])=[O:11])=[CH:6][CH:5]=1)(=O)C.[O-:22][C:23]#[N:24].[K+].[C:26](=[O:29])([O-])[O-].[NH4+:30].[NH4+], predict the reaction product. (10) Given the reactants [CH3:1][C:2]1[CH:11]=[CH:10][C:5]([C:6]([O:8][CH3:9])=[O:7])=[CH:4][C:3]=1[N+:12]([O-:14])=[O:13].[CH3:15][N:16]([CH:18](OC)OC)[CH3:17], predict the reaction product. The product is: [CH3:15][N:16]([CH3:18])/[CH:17]=[CH:1]/[C:2]1[CH:11]=[CH:10][C:5]([C:6]([O:8][CH3:9])=[O:7])=[CH:4][C:3]=1[N+:12]([O-:14])=[O:13].